Dataset: Forward reaction prediction with 1.9M reactions from USPTO patents (1976-2016). Task: Predict the product of the given reaction. (1) Given the reactants [Br:1][C:2]1[CH:7]=[CH:6][C:5]([NH2:8])=[C:4]([CH:9]([C:12]2[CH:17]=[CH:16]C(Cl)=[CH:14][CH:13]=2)[NH:10][CH3:11])[CH:3]=1.Cl[C:20]([Cl:30])(OC(=O)OC(Cl)(Cl)Cl)Cl.C1C[O:34][CH2:33]C1, predict the reaction product. The product is: [Br:1][C:2]1[CH:3]=[C:4]2[C:5](=[CH:6][CH:7]=1)[NH:8][C:33](=[O:34])[N:10]([CH3:11])[CH:9]2[C:12]1[CH:13]=[CH:14][C:20]([Cl:30])=[CH:16][CH:17]=1. (2) Given the reactants [NH:1]1[C:9]2[C:4](=[CH:5][CH:6]=[CH:7][CH:8]=2)[C:3]([C:10]([OH:12])=[O:11])=[CH:2]1.[H-].[Na+].[C:15]([O:18][CH2:19]Br)(=[O:17])[CH3:16].Cl, predict the reaction product. The product is: [C:15]([O:18][CH2:19][N:1]1[C:9]2[C:4](=[CH:5][CH:6]=[CH:7][CH:8]=2)[C:3]([C:10]([OH:12])=[O:11])=[CH:2]1)(=[O:17])[CH3:16]. (3) The product is: [CH:13]([C:16]1[N:20]=[C:19]([N:21]2[CH2:26][CH2:25][CH:24]([CH2:27][CH2:28][CH2:29][O:10][C:7]3[CH:8]=[CH:9][C:4]([C:3]([OH:2])=[O:12])=[C:5]([CH3:11])[CH:6]=3)[CH2:23][CH2:22]2)[O:18][N:17]=1)([CH3:15])[CH3:14]. Given the reactants C[O:2][C:3](=[O:12])[C:4]1[CH:9]=[CH:8][C:7]([OH:10])=[CH:6][C:5]=1[CH3:11].[CH:13]([C:16]1[N:20]=[C:19]([N:21]2[CH2:26][CH2:25][CH:24]([CH2:27][CH2:28][CH2:29]O)[CH2:23][CH2:22]2)[O:18][N:17]=1)([CH3:15])[CH3:14], predict the reaction product. (4) Given the reactants [NH2:1][C:2]1N(C2CCCN(C(OCC3C=CC=CC=3)=O)C2)N=[C:4]([C:23]2[CH:28]=[CH:27][C:26]([O:29][C:30]3[CH:35]=[CH:34][CH:33]=[CH:32][CH:31]=3)=[CH:25][CH:24]=2)[C:3]=1[C:36]#[N:37].O(C1C=CC(C(OC)=C(C#N)C#N)=CC=1)C1C=CC=CC=1.[NH:59]([CH:61]1[CH2:67][O:66][CH2:65][CH2:64][N:63]([C:68]([O:70][C:71]([CH3:74])([CH3:73])[CH3:72])=[O:69])[CH2:62]1)[NH2:60], predict the reaction product. The product is: [NH2:37][C:36]1[N:59]([CH:61]2[CH2:67][O:66][CH2:65][CH2:64][N:63]([C:68]([O:70][C:71]([CH3:74])([CH3:73])[CH3:72])=[O:69])[CH2:62]2)[N:60]=[C:4]([C:23]2[CH:28]=[CH:27][C:26]([O:29][C:30]3[CH:35]=[CH:34][CH:33]=[CH:32][CH:31]=3)=[CH:25][CH:24]=2)[C:3]=1[C:2]#[N:1].